Dataset: Reaction yield outcomes from USPTO patents with 853,638 reactions. Task: Predict the reaction yield, written as a fraction of the theoretical maximum amount of product (1.0 means a 100% yield; for example, 0.34 means a 34% yield). The reactants are [Cl:1][C:2]1[CH:7]=[CH:6][C:5](B(O)O)=[CH:4][CH:3]=1.Cl[C:12]1[C:17]([CH2:18][OH:19])=[CH:16][CH:15]=[CH:14][N:13]=1.C(=O)(O)[O-].[Na+].O1CCOCC1. The catalyst is O.C1C=CC(P(C2C=CC=CC=2)[C-]2C=CC=C2)=CC=1.C1C=CC(P(C2C=CC=CC=2)[C-]2C=CC=C2)=CC=1.Cl[Pd]Cl.[Fe+2]. The product is [Cl:1][C:2]1[CH:7]=[CH:6][C:5]([C:12]2[C:17]([CH2:18][OH:19])=[CH:16][CH:15]=[CH:14][N:13]=2)=[CH:4][CH:3]=1. The yield is 0.650.